The task is: Predict the reaction yield, written as a fraction of the theoretical maximum amount of product (1.0 means a 100% yield; for example, 0.34 means a 34% yield).. This data is from Reaction yield outcomes from USPTO patents with 853,638 reactions. (1) The yield is 0.890. The reactants are [CH:1]1([C:6]2[CH:11]=[CH:10][CH:9]=[CH:8][C:7]=2[OH:12])[CH2:5][CH2:4][CH2:3][CH2:2]1.[BrH:13].CS(C)=O. The catalyst is C(O)(=O)C.O. The product is [Br:13][C:10]1[CH:9]=[CH:8][C:7]([OH:12])=[C:6]([CH:1]2[CH2:2][CH2:3][CH2:4][CH2:5]2)[CH:11]=1. (2) The reactants are [CH3:1][O:2][C:3](=[O:6])[CH2:4][NH2:5].[OH:7][C:8]1[CH:9]=[C:10]([CH:13]=[CH:14][C:15]=1[O:16][CH3:17])[CH:11]=O. No catalyst specified. The product is [OH:7][C:8]1[CH:9]=[C:10]([CH:13]=[CH:14][C:15]=1[O:16][CH3:17])[CH2:11][NH:5][CH2:4][C:3]([O:2][CH3:1])=[O:6]. The yield is 0.470. (3) The reactants are [C:1]1([N:7]([C:9]([O:11][C:12]([CH3:15])([CH3:14])[CH3:13])=[O:10])[NH2:8])[CH:6]=[CH:5][CH:4]=[CH:3][CH:2]=1.[C:16]1(=[O:23])[O:22][C:20](=[O:21])[CH2:19][O:18][CH2:17]1.C(=O)([O-])[O-].[Na+].[Na+]. The catalyst is CN(C=O)C. The product is [C:12]([O:11][C:9]([N:7]([C:1]1[CH:2]=[CH:3][CH:4]=[CH:5][CH:6]=1)[NH:8][C:20](=[O:21])[CH2:19][O:18][CH2:17][C:16]([OH:23])=[O:22])=[O:10])([CH3:15])([CH3:14])[CH3:13]. The yield is 0.730. (4) The reactants are [Br:1][C:2]1[CH:3]=[CH:4][C:5]2[NH:10][C:9](=O)[O:8][C:7](=[O:12])[C:6]=2[C:13]=1[OH:14]. The catalyst is CO. The product is [NH2:10][C:5]1[C:6]([C:7]([O:8][CH3:9])=[O:12])=[C:13]([OH:14])[C:2]([Br:1])=[CH:3][CH:4]=1. The yield is 0.298. (5) The reactants are [ClH:1].O1CCOCC1.OC(C(F)(F)F)=O.[C:15]1([C:21]2[O:22][CH:23]=[C:24]([C:26]([N:28]3[CH2:33][CH2:32][N:31](C(OC(C)(C)C)=O)[CH2:30][CH:29]3[CH2:41][O:42][C:43]3[CH:44]=[N:45][CH:46]=[CH:47][CH:48]=3)=[O:27])[N:25]=2)[CH:20]=[CH:19][CH:18]=[CH:17][CH:16]=1. The catalyst is CO. The product is [ClH:1].[ClH:1].[C:15]1([C:21]2[O:22][CH:23]=[C:24]([C:26]([N:28]3[CH2:33][CH2:32][NH:31][CH2:30][CH:29]3[CH2:41][O:42][C:43]3[CH:44]=[N:45][CH:46]=[CH:47][CH:48]=3)=[O:27])[N:25]=2)[CH:16]=[CH:17][CH:18]=[CH:19][CH:20]=1. The yield is 0.670. (6) The reactants are Br[C:2]1[CH:3]=[C:4]([CH:7]=[C:8]([O:14][CH2:15][CH3:16])[C:9]=1[O:10]COC)[CH:5]=[O:6].[C:17]([Cu])#[N:18].CCOC(C)=O. The catalyst is CN(C=O)C. The product is [CH2:15]([O:14][C:8]1[C:9]([OH:10])=[C:2]([CH:3]=[C:4]([CH:5]=[O:6])[CH:7]=1)[C:17]#[N:18])[CH3:16]. The yield is 0.500.